Dataset: Full USPTO retrosynthesis dataset with 1.9M reactions from patents (1976-2016). Task: Predict the reactants needed to synthesize the given product. (1) Given the product [OH2:1].[OH:1][C:2]1[CH:7]=[C:6]([OH:8])[CH:5]=[C:4]([OH:9])[C:3]=1[C:10](=[O:12])[CH3:11].[CH2:13]([NH2:17])[CH2:14][CH2:15][CH3:16], predict the reactants needed to synthesize it. The reactants are: [OH:1][C:2]1[CH:7]=[C:6]([OH:8])[CH:5]=[C:4]([OH:9])[C:3]=1[C:10](=[O:12])[CH3:11].[CH2:13]([NH2:17])[CH2:14][CH2:15][CH3:16]. (2) The reactants are: C1(CCOC2N=C3C(N=C(OC)N3CCC3CCOC3)=C(N)N=2)CC1.FC(F)(F)C(O)=O.[CH3:33][C@H:34]([O:38][C:39]1[NH:40][C:41]([NH2:50])=[C:42]2[C:46]([N:47]=1)=[N:45][C:44]([O:48][CH3:49])=[N:43]2)[CH2:35][CH2:36][CH3:37].Br[CH2:52][CH2:53][CH:54]1[CH2:59][CH2:58][O:57][C:56]([CH3:61])([CH3:60])[CH2:55]1. Given the product [CH3:60][C:56]1([CH3:61])[CH2:55][CH:54]([CH2:53][CH2:52][N:45]2[C:44]([O:48][CH3:49])=[N:43][C:42]3[C:46]2=[N:47][C:39]([O:38][C@@H:34]([CH3:33])[CH2:35][CH2:36][CH3:37])=[N:40][C:41]=3[NH2:50])[CH2:59][CH2:58][O:57]1, predict the reactants needed to synthesize it. (3) Given the product [CH3:1][O:2][C:3]1[C:11]([N+:12]([O-:14])=[O:13])=[CH:10][CH:9]=[CH:8][C:4]=1[C:5]#[N:7], predict the reactants needed to synthesize it. The reactants are: [CH3:1][O:2][C:3]1[C:11]([N+:12]([O-:14])=[O:13])=[CH:10][CH:9]=[CH:8][C:4]=1[C:5]([NH2:7])=O.N1C=CC=CC=1.FC(F)(F)C(OC(=O)C(F)(F)F)=O.